Dataset: Merck oncology drug combination screen with 23,052 pairs across 39 cell lines. Task: Regression. Given two drug SMILES strings and cell line genomic features, predict the synergy score measuring deviation from expected non-interaction effect. Drug 1: C#Cc1cccc(Nc2ncnc3cc(OCCOC)c(OCCOC)cc23)c1. Drug 2: CC(C)CC(NC(=O)C(Cc1ccccc1)NC(=O)c1cnccn1)B(O)O. Cell line: A2058. Synergy scores: synergy=-1.03.